Dataset: Forward reaction prediction with 1.9M reactions from USPTO patents (1976-2016). Task: Predict the product of the given reaction. (1) Given the reactants [CH2:1]([O:4][CH2:5][CH2:6][CH2:7][CH2:8][O:9][C:10]1[CH:18]=[CH:17][C:13]([C:14](O)=[O:15])=[CH:12][CH:11]=1)[CH:2]=[CH2:3].[OH:19][C:20]1[CH:32]=[CH:31][C:30]2[C:29]3[C:24](=[CH:25][C:26]([OH:33])=[CH:27][CH:28]=3)[CH:23]([CH3:34])[C:22]=2[CH:21]=1.Cl.C(N=C=N[CH2:41][CH2:42][CH2:43]N(C)C)C.[OH2:47], predict the reaction product. The product is: [CH2:3]([O:47][CH2:13][CH2:12][CH2:11][CH2:10][O:9][C:41]1[CH:42]=[CH:43][C:6]([C:5]([O:19][C:20]2[CH:32]=[CH:31][C:30]3[C:29]4[C:24](=[CH:25][C:26]([O:33][C:14](=[O:15])[C:13]5[CH:17]=[CH:18][C:10]([O:9][CH2:8][CH2:7][CH2:6][CH2:5][O:4][CH2:1][CH:2]=[CH2:3])=[CH:11][CH:12]=5)=[CH:27][CH:28]=4)[CH:23]([CH3:34])[C:22]=3[CH:21]=2)=[O:4])=[CH:7][CH:8]=1)[CH:2]=[CH2:1]. (2) Given the reactants [Br:1]N1C(=O)CCC1=O.[OH:9][C:10]1[CH:19]=[C:18]([OH:20])[C:17]2[C:12](=[CH:13][CH:14]=[CH:15][CH:16]=2)[N:11]=1, predict the reaction product. The product is: [Br:1][C:19]1[C:10](=[O:9])[NH:11][C:12]2[C:17]([C:18]=1[OH:20])=[CH:16][CH:15]=[CH:14][CH:13]=2. (3) Given the reactants Cl[C:2]1[CH:7]=[C:6]([C:8]2[CH:13]=[C:12]([Br:14])[CH:11]=[CH:10][C:9]=2[O:15][CH3:16])[N:5]=[C:4]([NH2:17])[N:3]=1.[N+:18]([C:21]1[CH:26]=[CH:25][C:24]([NH2:27])=[CH:23][CH:22]=1)([O-:20])=[O:19], predict the reaction product. The product is: [Br:14][C:12]1[CH:11]=[CH:10][C:9]([O:15][CH3:16])=[C:8]([C:6]2[N:5]=[C:4]([NH2:17])[N:3]=[C:2]([NH:27][C:24]3[CH:25]=[CH:26][C:21]([N+:18]([O-:20])=[O:19])=[CH:22][CH:23]=3)[CH:7]=2)[CH:13]=1.